Dataset: Full USPTO retrosynthesis dataset with 1.9M reactions from patents (1976-2016). Task: Predict the reactants needed to synthesize the given product. (1) Given the product [C:2]([C:8]1[C:9]2[O:14][CH2:13][CH2:12][O:11][C:10]=2[CH:15]=[CH:16][C:7]=1[O:6][CH3:5])([CH3:4])=[CH2:3].[CH2:10]=[CH:15][C:16](=[CH2:7])[CH3:20], predict the reactants needed to synthesize it. The reactants are: Br[C:2]([CH3:4])=[CH2:3].[CH3:5][O:6][C:7]1[CH:16]=[CH:15][C:10]2[O:11][CH2:12][CH2:13][O:14][C:9]=2[C:8]=1B(O)O.[C:20]([O-])([O-])=O.[K+].[K+]. (2) The reactants are: [OH:1][NH:2][C:3](=[NH:13])[C:4]1[CH:9]=[CH:8][C:7]([N+:10]([O-:12])=[O:11])=[CH:6][CH:5]=1.[CH:14](OCC)(OCC)OCC. Given the product [N+:10]([C:7]1[CH:6]=[CH:5][C:4]([C:3]2[N:13]=[CH:14][O:1][N:2]=2)=[CH:9][CH:8]=1)([O-:12])=[O:11], predict the reactants needed to synthesize it. (3) Given the product [Cl:31][C:28]1[CH:29]=[CH:30][C:25]([C:14]2[O:13][C:11]([CH:8]3[CH2:9][CH2:10][N:5]([C:3](=[O:4])[N:2]([OH:1])[CH3:32])[CH2:6][CH2:7]3)=[N:37][C:15]=2[C:17]2[CH:22]=[CH:21][C:20]([O:23][CH3:24])=[CH:19][CH:18]=2)=[CH:26][CH:27]=1, predict the reactants needed to synthesize it. The reactants are: [OH:1][N:2]([CH3:32])[C:3]([N:5]1[CH2:10][CH2:9][CH:8]([C:11]([O:13][CH:14]([C:25]2[CH:30]=[CH:29][C:28]([Cl:31])=[CH:27][CH:26]=2)[C:15]([C:17]2[CH:22]=[CH:21][C:20]([O:23][CH3:24])=[CH:19][CH:18]=2)=O)=O)[CH2:7][CH2:6]1)=[O:4].C([O-])(=O)C.[NH4+:37].C(=O)(O)[O-].[Na+]. (4) Given the product [CH2:27]([N:20]1[CH2:21][CH2:22][CH:17]([CH:12]2[CH:11]3[CH2:23][CH2:24][CH2:25][O:26][CH:10]3[C:9]3[CH:8]=[C:7]([O:6][CH2:1][CH2:2][CH:3]([CH3:5])[CH3:4])[CH:16]=[CH:15][C:14]=3[NH:13]2)[CH2:18][CH2:19]1)[C:28]1[CH:33]=[CH:32][CH:31]=[CH:30][CH:29]=1, predict the reactants needed to synthesize it. The reactants are: [CH2:1]([O:6][C:7]1[CH:16]=[CH:15][C:14]2[NH:13][CH:12]([CH:17]3[CH2:22][CH2:21][NH:20][CH2:19][CH2:18]3)[CH:11]3[CH2:23][CH2:24][CH2:25][O:26][CH:10]3[C:9]=2[CH:8]=1)[CH2:2][CH:3]([CH3:5])[CH3:4].[CH:27](=O)[C:28]1[CH:33]=[CH:32][CH:31]=[CH:30][CH:29]=1.[BH-](OC(C)=O)(OC(C)=O)OC(C)=O.[Na+]. (5) Given the product [CH:1]1([C:7]2[C:8]3[CH:29]=[CH:28][C:27]([C:30]([O:32][CH3:33])=[O:31])=[CH:26][C:9]=3[N:10]3[C:16]=2[C:15]2[CH:17]=[CH:18][CH:19]=[CH:20][C:14]=2[O:13][CH:12]([C:21]([OH:23])=[O:22])[CH2:11]3)[CH2:2][CH2:3][CH2:4][CH2:5][CH2:6]1, predict the reactants needed to synthesize it. The reactants are: [CH:1]1([C:7]2[C:8]3[CH:29]=[CH:28][C:27]([C:30]([O:32][CH3:33])=[O:31])=[CH:26][C:9]=3[N:10]3[C:16]=2[C:15]2[CH:17]=[CH:18][CH:19]=[CH:20][C:14]=2[O:13][CH:12]([C:21]([O:23]CC)=[O:22])[CH2:11]3)[CH2:6][CH2:5][CH2:4][CH2:3][CH2:2]1.O.[OH-].[Li+].Cl.